From a dataset of Reaction yield outcomes from USPTO patents with 853,638 reactions. Predict the reaction yield, written as a fraction of the theoretical maximum amount of product (1.0 means a 100% yield; for example, 0.34 means a 34% yield). (1) The product is [F:25][C:19]1[CH:20]=[CH:21][CH:22]=[C:23]([F:24])[C:18]=1[O:17][C:14]1[CH:13]=[CH:12][C:11]([C:10]2[C:3]3[C:4](=[N:5][CH:6]=[N:7][C:2]=3[NH2:1])[N:8]([CH2:26][C@H:27]3[CH2:31][CH2:30][CH2:29][NH:28]3)[N:9]=2)=[CH:16][CH:15]=1. The yield is 0.880. The reactants are [NH2:1][C:2]1[N:7]=[CH:6][N:5]=[C:4]2[N:8]([CH2:26][C@H:27]3[CH2:31][CH2:30][CH2:29][N:28]3C(OC(C)(C)C)=O)[N:9]=[C:10]([C:11]3[CH:16]=[CH:15][C:14]([O:17][C:18]4[C:23]([F:24])=[CH:22][CH:21]=[CH:20][C:19]=4[F:25])=[CH:13][CH:12]=3)[C:3]=12.FC(F)(F)C(O)=O. The catalyst is ClCCl. (2) The reactants are [C:1]([C:5]1[CH:9]=[C:8](/[CH:10]=[CH:11]/[C:12]([O:14]CC)=[O:13])[N:7]([CH2:17][C:18]2[CH:23]=[CH:22][C:21]([C:24]([F:27])([F:26])[F:25])=[CH:20][C:19]=2[Cl:28])[N:6]=1)([CH3:4])([CH3:3])[CH3:2].[OH-].[Na+].O1CCCC1. The catalyst is C(O)C. The product is [C:1]([C:5]1[CH:9]=[C:8](/[CH:10]=[CH:11]/[C:12]([OH:14])=[O:13])[N:7]([CH2:17][C:18]2[CH:23]=[CH:22][C:21]([C:24]([F:27])([F:26])[F:25])=[CH:20][C:19]=2[Cl:28])[N:6]=1)([CH3:4])([CH3:2])[CH3:3]. The yield is 0.800. (3) The reactants are Cl.O1CCOCC1.[CH2:8]([O:10][C:11]([C:13]1[CH:14]=[N:15][N:16]([C:18]2[N:27](COCC[Si](C)(C)C)[C:26](=[O:36])[C:25]3[C:20](=[CH:21][CH:22]=[C:23]([C:37]4[CH:42]=[CH:41][CH:40]=[CH:39][C:38]=4[CH3:43])[CH:24]=3)[N:19]=2)[CH:17]=1)=[O:12])[CH3:9]. No catalyst specified. The product is [CH2:8]([O:10][C:11]([C:13]1[CH:14]=[N:15][N:16]([C:18]2[NH:27][C:26](=[O:36])[C:25]3[C:20](=[CH:21][CH:22]=[C:23]([C:37]4[CH:42]=[CH:41][CH:40]=[CH:39][C:38]=4[CH3:43])[CH:24]=3)[N:19]=2)[CH:17]=1)=[O:12])[CH3:9]. The yield is 0.800.